The task is: Predict the product of the given reaction.. This data is from Forward reaction prediction with 1.9M reactions from USPTO patents (1976-2016). Given the reactants [F:1][C:2]1[CH:29]=[CH:28][C:5]([CH2:6][N:7]2[C:19](=[O:20])[C:18]3[C:17]([O:21]COC)=[C:16]4[C:11]([CH:12]=[CH:13][CH:14]=[N:15]4)=[C:10]([O:25][CH3:26])[C:9]=3[C:8]2=[O:27])=[CH:4][CH:3]=1.FC(F)(F)C(O)=O, predict the reaction product. The product is: [F:1][C:2]1[CH:3]=[CH:4][C:5]([CH2:6][N:7]2[C:19](=[O:20])[C:18]3[C:17]([OH:21])=[C:16]4[C:11]([CH:12]=[CH:13][CH:14]=[N:15]4)=[C:10]([O:25][CH3:26])[C:9]=3[C:8]2=[O:27])=[CH:28][CH:29]=1.